Dataset: NCI-60 drug combinations with 297,098 pairs across 59 cell lines. Task: Regression. Given two drug SMILES strings and cell line genomic features, predict the synergy score measuring deviation from expected non-interaction effect. Drug 1: CCC1(CC2CC(C3=C(CCN(C2)C1)C4=CC=CC=C4N3)(C5=C(C=C6C(=C5)C78CCN9C7C(C=CC9)(C(C(C8N6C)(C(=O)OC)O)OC(=O)C)CC)OC)C(=O)OC)O.OS(=O)(=O)O. Drug 2: C1C(C(OC1N2C=NC(=NC2=O)N)CO)O. Cell line: NCI-H522. Synergy scores: CSS=11.8, Synergy_ZIP=-3.35, Synergy_Bliss=-6.25, Synergy_Loewe=-8.37, Synergy_HSA=-3.98.